From a dataset of Reaction yield outcomes from USPTO patents with 853,638 reactions. Predict the reaction yield, written as a fraction of the theoretical maximum amount of product (1.0 means a 100% yield; for example, 0.34 means a 34% yield). (1) The reactants are Br[C:2]1[S:3][C:4]([CH2:7][CH2:8][CH2:9][CH2:10][CH2:11][CH3:12])=[CH:5][CH:6]=1.[CH3:13][Si:14]([CH2:17][CH3:18])([CH3:16])[CH3:15]. No catalyst specified. The product is [CH2:7]([C:4]1[S:3][C:2]([C:18]#[C:17][Si:14]([CH3:16])([CH3:15])[CH3:13])=[CH:6][CH:5]=1)[CH2:8][CH2:9][CH2:10][CH2:11][CH3:12]. The yield is 1.00. (2) The reactants are C[O:2][C:3](=[O:20])[C:4]([C:13]1[CH:18]=[CH:17][C:16]([Cl:19])=[CH:15][CH:14]=1)([C:6]1[CH:11]=[CH:10][C:9]([Cl:12])=[CH:8][CH:7]=1)[CH3:5]. The catalyst is C1COCC1.O.CO. The product is [Cl:12][C:9]1[CH:8]=[CH:7][C:6]([C:4]([C:13]2[CH:14]=[CH:15][C:16]([Cl:19])=[CH:17][CH:18]=2)([CH3:5])[C:3]([OH:20])=[O:2])=[CH:11][CH:10]=1. The yield is 0.930.